Dataset: Full USPTO retrosynthesis dataset with 1.9M reactions from patents (1976-2016). Task: Predict the reactants needed to synthesize the given product. (1) Given the product [C:17]1([C:2]23[CH2:11][CH:6]4[CH2:7][CH:8]([CH2:10][CH:4]([CH2:5]4)[CH2:3]2)[CH2:9]3)[CH:22]=[CH:21][CH:20]=[CH:19][CH:18]=1, predict the reactants needed to synthesize it. The reactants are: Br[C:2]12[CH2:11][CH:6]3[CH2:7][CH:8]([CH2:10][CH:4]([CH2:5]3)[CH2:3]1)[CH2:9]2.C1COCC1.[C:17]1([Mg]Br)[CH:22]=[CH:21][CH:20]=[CH:19][CH:18]=1. (2) Given the product [CH2:1]([O:8][C:9]1[C:10]([C:22]([NH:24][CH2:25][C:26]([O:28][CH2:29][CH3:30])=[O:27])=[O:23])=[N:11][C:12]([CH2:16][C@H:17]2[O:18][CH2:19][C@H:38]([C:35]3[CH:36]=[CH:37][C:32]([F:31])=[CH:33][CH:34]=3)[CH2:21][O:20]2)=[N:13][C:14]=1[CH3:15])[C:2]1[CH:7]=[CH:6][CH:5]=[CH:4][CH:3]=1.[CH2:1]([O:8][C:9]1[C:10]([C:22]([NH:24][CH2:25][C:26]([O:28][CH2:29][CH3:30])=[O:27])=[O:23])=[N:11][C:12]([CH2:16][C@H:17]2[O:42][CH2:41][C@@H:38]([C:35]3[CH:34]=[CH:33][C:32]([F:31])=[CH:37][CH:36]=3)[CH2:39][O:40]2)=[N:13][C:14]=1[CH3:15])[C:2]1[CH:7]=[CH:6][CH:5]=[CH:4][CH:3]=1, predict the reactants needed to synthesize it. The reactants are: [CH2:1]([O:8][C:9]1[C:10]([C:22]([NH:24][CH2:25][C:26]([O:28][CH2:29][CH3:30])=[O:27])=[O:23])=[N:11][C:12]([CH2:16][CH:17]([O:20][CH3:21])[O:18][CH3:19])=[N:13][C:14]=1[CH3:15])[C:2]1[CH:7]=[CH:6][CH:5]=[CH:4][CH:3]=1.[F:31][C:32]1[CH:37]=[CH:36][C:35]([CH:38]([CH2:41][OH:42])[CH2:39][OH:40])=[CH:34][CH:33]=1.O.C1(C)C=CC(S(O)(=O)=O)=CC=1.C(=O)([O-])O.[Na+]. (3) The reactants are: [CH3:1][CH2:2][C:3](=[O:9])[CH2:4][C:5](=[O:8])[CH2:6][CH3:7].[H-].[Na+].Br[CH2:13][C:14]([O:16][C:17]([CH3:20])([CH3:19])[CH3:18])=[O:15]. Given the product [O:8]=[C:5]([CH2:6][CH3:7])[CH:4]([C:3](=[O:9])[CH2:2][CH3:1])[CH2:13][C:14]([O:16][C:17]([CH3:20])([CH3:19])[CH3:18])=[O:15], predict the reactants needed to synthesize it.